Dataset: Forward reaction prediction with 1.9M reactions from USPTO patents (1976-2016). Task: Predict the product of the given reaction. (1) Given the reactants [NH2:1][C:2]([CH3:15])([CH2:5][O:6][C:7]1[CH:12]=[CH:11][C:10]([F:13])=[C:9]([F:14])[CH:8]=1)[C:3]#[N:4].C1COCC1.[H-].[Al+3].[Li+].[H-].[H-].[H-].[OH-].[Na+], predict the reaction product. The product is: [F:14][C:9]1[CH:8]=[C:7]([CH:12]=[CH:11][C:10]=1[F:13])[O:6][CH2:5][C:2]([CH3:15])([NH2:1])[CH2:3][NH2:4]. (2) The product is: [O:25]1[C:29]2[CH:30]=[CH:31][CH:32]=[CH:33][C:28]=2[CH:27]=[C:26]1[C:2]1[CH:23]=[CH:22][C:5]([C:6]([NH:8][S:9]([C:12]2[CH:17]=[CH:16][CH:15]=[CH:14][C:13]=2[S:18](=[O:21])(=[O:20])[NH2:19])(=[O:11])=[O:10])=[O:7])=[CH:4][C:3]=1[F:24]. Given the reactants Br[C:2]1[CH:23]=[CH:22][C:5]([C:6]([NH:8][S:9]([C:12]2[CH:17]=[CH:16][CH:15]=[CH:14][C:13]=2[S:18](=[O:21])(=[O:20])[NH2:19])(=[O:11])=[O:10])=[O:7])=[CH:4][C:3]=1[F:24].[O:25]1[C:29]2[CH:30]=[CH:31][CH:32]=[CH:33][C:28]=2[CH:27]=[C:26]1B(O)O.C(=O)([O-])[O-].[Na+].[Na+], predict the reaction product. (3) Given the reactants [F:1][C:2]1[C:7]([F:8])=[CH:6][CH:5]=[CH:4][C:3]=1[C:9]([OH:18])([CH2:14][CH2:15][CH:16]=[CH2:17])[CH2:10][CH2:11]C=C, predict the reaction product. The product is: [F:1][C:2]1[C:7]([F:8])=[CH:6][CH:5]=[CH:4][C:3]=1[C:9]1([OH:18])[CH2:10][CH2:11][CH:17]=[CH:16][CH2:15][CH2:14]1. (4) Given the reactants [CH3:1][CH:2]1[CH2:10][C:9]2[C:4](=[CH:5][CH:6]=[CH:7][C:8]=2[C:11]2[CH:16]=[CH:15][CH:14]=[CH:13][CH:12]=2)[C:3]1=O.[BH4-].[Na+].Cl, predict the reaction product. The product is: [CH3:1][C:2]1[CH2:10][C:9]2[C:4]([CH:3]=1)=[CH:5][CH:6]=[CH:7][C:8]=2[C:11]1[CH:16]=[CH:15][CH:14]=[CH:13][CH:12]=1. (5) Given the reactants [CH3:1][O:2][C:3](=[O:13])[CH2:4][CH2:5][C:6]1[CH:7]=[N:8][CH:9]=[C:10](Br)[CH:11]=1.[Cl:14][C:15]1[C:20]([Cl:21])=[CH:19][CH:18]=[CH:17][C:16]=1B(O)O.C(Cl)Cl.C([O-])([O-])=O.[Na+].[Na+], predict the reaction product. The product is: [CH3:1][O:2][C:3](=[O:13])[CH2:4][CH2:5][C:6]1[CH:7]=[N:8][CH:9]=[C:10]([C:19]2[CH:18]=[CH:17][CH:16]=[C:15]([Cl:14])[C:20]=2[Cl:21])[CH:11]=1. (6) Given the reactants F[C:2]1[CH:3]=[C:4]2[NH:12][CH:11]=[CH:10][C:5]2=[N:6][C:7]=1[C:8]#[N:9].[H-].[Na+].C[Si](CCOCCl)(C)C, predict the reaction product. The product is: [NH:12]1[C:4]2[C:5](=[N:6][C:7]([C:8]#[N:9])=[CH:2][CH:3]=2)[CH:10]=[CH:11]1. (7) Given the reactants [NH2:1][C:2]1[CH:9]=[CH:8][C:5]([C:6]#[N:7])=[CH:4][CH:3]=1.C(N(CC)CC)C.[Cl:17][CH2:18][C:19](Cl)=[O:20], predict the reaction product. The product is: [Cl:17][CH2:18][C:19]([NH:1][C:2]1[CH:9]=[CH:8][C:5]([C:6]#[N:7])=[CH:4][CH:3]=1)=[O:20]. (8) The product is: [Cl:15][C:10]1[C:9]2[O:12][CH2:13][C:7]3[CH:8]=[C:9]([OH:12])[CH:10]=[CH:11][C:6]=3[C:8]=2[CH:7]=[C:6]2[CH:5]=[CH:4][C:3]([OH:14])=[CH:2][C:11]=12. Given the reactants Cl[C:2]1[C:11]2[C:6](=[CH:7][CH:8]=[C:9]([O:12][CH3:13])[CH:10]=2)[CH:5]=[CH:4][C:3]=1[OH:14].[ClH:15], predict the reaction product. (9) Given the reactants [CH3:1][C:2]1[CH:7]=[CH:6][C:5]([S:8]([O:11][CH2:12][CH:13]2[CH:22]=[CH:21][C:20]3[C:15](=[C:16]([Br:24])[CH:17]=[C:18]([F:23])[CH:19]=3)[O:14]2)(=[O:10])=[O:9])=[CH:4][CH:3]=1.[H][H], predict the reaction product. The product is: [CH3:1][C:2]1[CH:3]=[CH:4][C:5]([S:8]([O:11][CH2:12][CH:13]2[CH2:22][CH2:21][C:20]3[C:15](=[C:16]([Br:24])[CH:17]=[C:18]([F:23])[CH:19]=3)[O:14]2)(=[O:10])=[O:9])=[CH:6][CH:7]=1.